From a dataset of Catalyst prediction with 721,799 reactions and 888 catalyst types from USPTO. Predict which catalyst facilitates the given reaction. (1) Reactant: [CH2:1]([NH:8][C:9]1[N:17]=[C:16](Cl)[N:15]=[C:14]2[C:10]=1[N:11]=[CH:12][N:13]2[CH3:19])[C:2]1[CH:7]=[CH:6][CH:5]=[CH:4][CH:3]=1.[NH2:20][C@H:21]([CH2:24][CH3:25])[CH2:22][OH:23].CCOCC. Product: [CH2:1]([NH:8][C:9]1[N:17]=[C:16]([NH:20][C@H:21]([CH2:24][CH3:25])[CH2:22][OH:23])[N:15]=[C:14]2[C:10]=1[N:11]=[CH:12][N:13]2[CH3:19])[C:2]1[CH:7]=[CH:6][CH:5]=[CH:4][CH:3]=1. The catalyst class is: 6. (2) Reactant: [CH3:1][C:2]1[CH:3]=[C:4]([CH2:9][OH:10])[CH:5]=[C:6]([CH3:8])[CH:7]=1.C1N=CN([C:16]([N:18]2[CH:22]=N[CH:20]=[CH:19]2)=[O:17])C=1.N1CC[CH:26]([NH:29][C:30](=[O:36])[O:31][C:32]([CH3:35])([CH3:34])[CH3:33])[CH2:25]C1. Product: [C:32]([O:31][C:30]([NH:29][CH:26]1[CH2:20][CH2:19][N:18]([C:16]([O:10][CH2:9][C:4]2[CH:5]=[C:6]([CH3:8])[CH:7]=[C:2]([CH3:1])[CH:3]=2)=[O:17])[CH2:22][CH2:25]1)=[O:36])([CH3:35])([CH3:34])[CH3:33]. The catalyst class is: 31. (3) Reactant: [Cl:1]C(OC(Cl)=O)C.C([N:21]1[CH2:24][CH:23]([O:25][CH2:26][CH:27]=[CH:28][CH3:29])[CH2:22]1)(C1C=CC=CC=1)C1C=CC=CC=1.CO. Product: [ClH:1].[CH2:26]([O:25][CH:23]1[CH2:24][NH:21][CH2:22]1)[CH:27]=[CH:28][CH3:29]. The catalyst class is: 68. (4) Reactant: [OH:1][C:2]1[CH:3]=[C:4]2[C:9](=[CH:10][CH:11]=1)[CH:8]=[C:7]([C:12]1([NH:20][C:21](=[O:27])[O:22][C:23]([CH3:26])([CH3:25])[CH3:24])[CH2:17][O:16][C:15]([CH3:19])([CH3:18])[O:14][CH2:13]1)[CH:6]=[CH:5]2.[CH2:28]([O:35][CH2:36][C@@H:37]1[CH2:40][C@H:39](O)[CH2:38]1)[C:29]1[CH:34]=[CH:33][CH:32]=[CH:31][CH:30]=1.C1(P(C2C=CC=CC=2)C2C=CC=CC=2)C=CC=CC=1.N(C(OC(C)C)=O)=NC(OC(C)C)=O. Product: [C:23]([O:22][C:21](=[O:27])[NH:20][C:12]1([C:7]2[CH:6]=[CH:5][C:4]3[C:9](=[CH:10][CH:11]=[C:2]([O:1][C@H:39]4[CH2:38][C@H:37]([CH2:36][O:35][CH2:28][C:29]5[CH:30]=[CH:31][CH:32]=[CH:33][CH:34]=5)[CH2:40]4)[CH:3]=3)[CH:8]=2)[CH2:17][O:16][C:15]([CH3:19])([CH3:18])[O:14][CH2:13]1)([CH3:26])([CH3:25])[CH3:24]. The catalyst class is: 1. (5) Reactant: Cl.[NH2:2][C:3]1[C:4]([C:13]([NH:15][C@:16]([CH:22]2[CH2:27][CH2:26][CH2:25][CH2:24][CH2:23]2)([C:18]([O:20][CH3:21])=[O:19])[CH3:17])=[O:14])=[CH:5][C:6]2[C:11]([CH:12]=1)=[CH:10][CH:9]=[CH:8][CH:7]=2.[Cl:28][C:29]1[CH:34]=[C:33]([Cl:35])[CH:32]=[C:31]([Cl:36])[C:30]=1[N:37]=[C:38]=[O:39].CCCCCC.C(OCC)(=O)C. Product: [CH:22]1([C@@:16]([C:18]([O:20][CH3:21])=[O:19])([CH3:17])[NH:15][C:13]([C:4]2[C:3]([NH:2][C:38]([NH:37][C:30]3[C:31]([Cl:36])=[CH:32][C:33]([Cl:35])=[CH:34][C:29]=3[Cl:28])=[O:39])=[CH:12][C:11]3[C:6](=[CH:7][CH:8]=[CH:9][CH:10]=3)[CH:5]=2)=[O:14])[CH2:23][CH2:24][CH2:25][CH2:26][CH2:27]1. The catalyst class is: 17. (6) Reactant: S(Cl)(Cl)=O.[NH2:5][C:6]([C:8]1[CH:9]=[N:10][N:11]([C:13]2[CH:18]=[CH:17][C:16]([NH:19][C:20](=[O:29])[O:21][CH2:22][C:23]3[CH:28]=[CH:27][CH:26]=[CH:25][CH:24]=3)=[CH:15][C:14]=2[F:30])[CH:12]=1)=O. Product: [F:30][C:14]1[CH:15]=[C:16]([NH:19][C:20](=[O:29])[O:21][CH2:22][C:23]2[CH:28]=[CH:27][CH:26]=[CH:25][CH:24]=2)[CH:17]=[CH:18][C:13]=1[N:11]1[CH:12]=[C:8]([C:6]#[N:5])[CH:9]=[N:10]1. The catalyst class is: 3. (7) The catalyst class is: 133. Reactant: [NH2:1][C:2]1[CH:10]=[CH:9][C:8]([O:11][CH3:12])=[CH:7][C:3]=1[C:4]([OH:6])=O.[CH2:13](OC(OCC)OCC)C.C(O)(=O)C.[CH3:27][O:28][C:29](=[O:38])[C:30]1[CH:35]=[CH:34][C:33]([CH3:36])=[C:32]([NH2:37])[CH:31]=1. Product: [CH3:12][O:11][C:8]1[CH:7]=[C:3]2[C:2](=[CH:10][CH:9]=1)[N:1]=[CH:13][N:37]([C:32]1[CH:31]=[C:30]([CH:35]=[CH:34][C:33]=1[CH3:36])[C:29]([O:28][CH3:27])=[O:38])[C:4]2=[O:6]. (8) Reactant: [C:1]1([CH:7]2[CH2:12][CH2:11][CH2:10][C:9](=O)[CH2:8]2)[CH:6]=[CH:5][CH:4]=[CH:3][CH:2]=1.[NH2:14][OH:15].O. Product: [C:1]1([CH:7]2[CH2:12][CH2:11][CH2:10][C:9](=[N:14][OH:15])[CH2:8]2)[CH:6]=[CH:5][CH:4]=[CH:3][CH:2]=1. The catalyst class is: 653. (9) Reactant: [Cl:1][C:2]1[C:3](F)=[C:4]([F:31])[CH:5]=[C:6]2[C:11]=1[N:10]([C:12]1[CH:17]=[CH:16][C:15]([CH2:18][N:19]3[CH2:23][CH2:22][CH2:21][CH2:20]3)=[CH:14][C:13]=1[F:24])[CH:9]=[C:8]([C:25]([O:27][CH2:28][CH3:29])=[O:26])[C:7]2=[O:30].[C:33]([C:35]1[CH:40]=[CH:39][CH:38]=[CH:37][C:36]=1[N:41]1[CH2:46][CH2:45][NH:44][CH2:43][CH2:42]1)#[N:34].CCN(C(C)C)C(C)C. Product: [Cl:1][C:2]1[C:3]([N:44]2[CH2:43][CH2:42][N:41]([C:36]3[CH:37]=[CH:38][CH:39]=[CH:40][C:35]=3[C:33]#[N:34])[CH2:46][CH2:45]2)=[C:4]([F:31])[CH:5]=[C:6]2[C:11]=1[N:10]([C:12]1[CH:17]=[CH:16][C:15]([CH2:18][N:19]3[CH2:20][CH2:21][CH2:22][CH2:23]3)=[CH:14][C:13]=1[F:24])[CH:9]=[C:8]([C:25]([O:27][CH2:28][CH3:29])=[O:26])[C:7]2=[O:30]. The catalyst class is: 16. (10) Reactant: C(OC(=O)[NH:7][C:8]1[CH:13]=[C:12]([N:14]([CH3:18])[CH2:15][CH2:16][CH3:17])[C:11]([C:19]([F:22])([F:21])[F:20])=[CH:10][C:9]=1[NH:23][C:24](=[O:39])[CH2:25][C:26](=O)[C:27]1[CH:32]=[CH:31][CH:30]=[C:29]([N:33]2[CH:37]=[CH:36][N:35]=[N:34]2)[CH:28]=1)(C)(C)C.C(O)(C(F)(F)F)=O. Product: [CH3:18][N:14]([CH2:15][CH2:16][CH3:17])[C:12]1[C:11]([C:19]([F:20])([F:22])[F:21])=[CH:10][C:9]2[NH:23][C:24](=[O:39])[CH2:25][C:26]([C:27]3[CH:32]=[CH:31][CH:30]=[C:29]([N:33]4[CH:37]=[CH:36][N:35]=[N:34]4)[CH:28]=3)=[N:7][C:8]=2[CH:13]=1. The catalyst class is: 2.